From a dataset of Full USPTO retrosynthesis dataset with 1.9M reactions from patents (1976-2016). Predict the reactants needed to synthesize the given product. (1) Given the product [Cl:1][C:2]1[CH:3]=[C:4]([C:8]2[C:13]3[N:14]([CH2:24][C@H:25]4[CH2:26][CH2:27][C@H:28]([CH3:31])[CH2:29][CH2:30]4)[C:15]([N:17]([CH3:23])[CH2:18][C:19]([F:20])([F:21])[F:22])=[N:16][C:12]=3[CH:11]=[C:10]([C:32](=[NH:33])[NH:34][OH:35])[N:9]=2)[CH:5]=[N:6][CH:7]=1, predict the reactants needed to synthesize it. The reactants are: [Cl:1][C:2]1[CH:3]=[C:4]([C:8]2[C:13]3[N:14]([CH2:24][C@H:25]4[CH2:30][CH2:29][C@H:28]([CH3:31])[CH2:27][CH2:26]4)[C:15]([N:17]([CH3:23])[CH2:18][C:19]([F:22])([F:21])[F:20])=[N:16][C:12]=3[CH:11]=[C:10]([C:32]#[N:33])[N:9]=2)[CH:5]=[N:6][CH:7]=1.[NH2:34][OH:35]. (2) Given the product [CH3:20][C:21]1[C:29]([CH3:30])=[CH:28][CH:27]=[C:26]2[C:22]=1/[C:23](=[CH:1]/[C:3]1[CH:8]=[CH:7][C:6]([N:9]3[CH2:13][C@H:12]([CH2:14][NH:15][C:16](=[O:18])[CH3:17])[O:11][C:10]3=[O:19])=[CH:5][CH:4]=1)/[C:24](=[O:31])[NH:25]2, predict the reactants needed to synthesize it. The reactants are: [CH:1]([C:3]1[CH:8]=[CH:7][C:6]([N:9]2[CH2:13][C@H:12]([CH2:14][NH:15][C:16](=[O:18])[CH3:17])[O:11][C:10]2=[O:19])=[CH:5][CH:4]=1)=O.[CH3:20][C:21]1[C:29]([CH3:30])=[CH:28][CH:27]=[C:26]2[C:22]=1[CH2:23][C:24](=[O:31])[NH:25]2.N1CCCCC1.